Task: Binary Classification. Given a miRNA mature sequence and a target amino acid sequence, predict their likelihood of interaction.. Dataset: Experimentally validated miRNA-target interactions with 360,000+ pairs, plus equal number of negative samples (1) The miRNA is hsa-miR-21-5p with sequence UAGCUUAUCAGACUGAUGUUGA. The protein sequence of the target gene is MVFSNNDEGLINKKLPKELLLRIFSFLDIVTLCRCAQISKAWNILALDGSNWQRIDLFNFQTDVEGRVVENISKRCGGFLRKLSLRGCIGVGDSSLKTFAQNCRNIEHLNLNGCTKITDSTCYSLSRFCSKLKHLDLTSCVSITNSSLKGISEGCRNLEYLNLSWCDQITKDGIEALVRGCRGLKALLLRGCTQLEDEALKHIQNYCHELVSLNLQSCSRITDEGVVQICRGCHRLQALCLSGCSNLTDASLTALGLNCPRLQILEAARCSHLTDAGFTLLARNCHELEKMDLEECILIT.... Result: 1 (interaction). (2) The protein sequence of the target gene is MQAQQYQQQRRKFAAAFLAFIFILAAVDTAEAGKKEKPEKKVKKSDCGEWQWSVCVPTSGDCGLGTREGTRTGAECKQTMKTQRCKIPCNWKKQFGAECKYQFQAWGECDLNTALKTRTGSLKRALHNAECQKTVTISKPCGKLTKPKPQAESKKKKKEGKKQEKMLD. The miRNA is hsa-miR-4482-3p with sequence UUUCUAUUUCUCAGUGGGGCUC. Result: 0 (no interaction). (3) The miRNA is hsa-miR-4516 with sequence GGGAGAAGGGUCGGGGC. The protein sequence of the target gene is MAAASGYTDLREKLKSMTSRDNYKAGSREAAAAAAAAVAAAAAAAAAAEPYPVSGAKRKYQEDSDPERSDYEEQQLQKEEEARKVKSGIRQMRLFSQDECAKIEARIDEVVSRAEKGLYNEHTVDRAPLRNKYFFGEGYTYGAQLQKRGPGQERLYPPGDVDEIPEWVHQLVIQKLVEHRVIPEGFVNSAVINDYQPGGCIVSHVDPIHIFERPIVSVSFFSDSALCFGCKFQFKPIRVSEPVLSLPVRRGSVTVLSGYAADEITHCIRPQDIKERRAVIILRKTRLDAPRLETKSLSSS.... Result: 1 (interaction). (4) The miRNA is mmu-miR-26a-5p with sequence UUCAAGUAAUCCAGGAUAGGCU. The protein sequence of the target gene is MEPDSVIEDKTIELMCSVPRSLWLGCANLVESMCALSCLQSMPSVRCLQISNGTSSVIVSRKRPSEGNYQKEKDLCIKYFDQWSESDQVEFVEHLISRMCHYQHGHINSYLKPMLQRDFITALPEQGLDHIAENILSYLDARSLCAAELVCKEWQRVISEGMLWKKLIERMVRTDPLWKGLSERRGWDQYLFKNRPTDGPPNSFYRSLYPKIIQDIETIESNWRCGRHNLQRIQCRSENSKGVYCLQYDDDKIISGLRDNSIKIWDKSSLECLKVLTGHTGSVLCLQYDERVIVTGSSDS.... Result: 1 (interaction).